From a dataset of Reaction yield outcomes from USPTO patents with 853,638 reactions. Predict the reaction yield, written as a fraction of the theoretical maximum amount of product (1.0 means a 100% yield; for example, 0.34 means a 34% yield). (1) The reactants are [Br:1][C:2]1[CH:3]=[C:4]2[C:9](=[CH:10][CH:11]=1)[CH:8]=[C:7]([C:12]1[NH:16][C:15]([CH:17]3[CH2:21][CH2:20][CH2:19][NH:18]3)=[N:14][CH:13]=1)[CH:6]=[CH:5]2.[CH3:22][O:23][C:24]([NH:26][CH:27]([CH:31]([CH3:33])[CH3:32])[C:28](O)=[O:29])=[O:25].CN(C(ON1N=NC2C=CC=NC1=2)=[N+](C)C)C.F[P-](F)(F)(F)(F)F.CN1CCOCC1. The catalyst is CN(C=O)C. The product is [CH3:22][O:23][C:24](=[O:25])[NH:26][CH:27]([C:28]([N:18]1[CH2:19][CH2:20][CH2:21][CH:17]1[C:15]1[NH:16][C:12]([C:7]2[CH:6]=[CH:5][C:4]3[C:9](=[CH:10][CH:11]=[C:2]([Br:1])[CH:3]=3)[CH:8]=2)=[CH:13][N:14]=1)=[O:29])[CH:31]([CH3:33])[CH3:32]. The yield is 0.720. (2) The reactants are Cl[C:2]1[CH:3]=[C:4]([NH:11][C:12]2[CH:17]=[CH:16][CH:15]=[C:14]([N:18]3[CH2:22][CH2:21][CH2:20][CH:19]3[CH3:23])[N:13]=2)[C:5]2[N:6]([CH:8]=[CH:9][N:10]=2)[N:7]=1.[C:24]1([CH3:33])[CH:29]=[CH:28][CH:27]=[CH:26][C:25]=1B(O)O.CC(C1C=C(C(C)C)C(C2C=CC=CC=2P(C2CCCCC2)C2CCCCC2)=C(C(C)C)C=1)C.C([O-])([O-])=O.[Na+].[Na+]. The catalyst is O1CCOCC1.O.C1C=CC(/C=C/C(/C=C/C2C=CC=CC=2)=O)=CC=1.C1C=CC(/C=C/C(/C=C/C2C=CC=CC=2)=O)=CC=1.C1C=CC(/C=C/C(/C=C/C2C=CC=CC=2)=O)=CC=1.[Pd].[Pd]. The product is [CH3:23][CH:19]1[CH2:20][CH2:21][CH2:22][N:18]1[C:14]1[N:13]=[C:12]([NH:11][C:4]2[C:5]3[N:6]([CH:8]=[CH:9][N:10]=3)[N:7]=[C:2]([C:25]3[CH:26]=[CH:27][CH:28]=[CH:29][C:24]=3[CH3:33])[CH:3]=2)[CH:17]=[CH:16][CH:15]=1. The yield is 0.440. (3) The yield is 0.520. The reactants are [Br:1][C:2]1[CH:12]=[C:11]2[C:5]([CH:6]3[CH2:20][CH:8]([N:9]=[C:10]2[NH:13][CH2:14][CH:15](OC)OC)[CH2:7]3)=[CH:4][C:3]=1[F:21]. The product is [Br:1][C:2]1[CH:12]=[C:11]2[C:5](=[CH:4][C:3]=1[F:21])[CH:6]1[CH2:20][CH:8]([CH2:7]1)[N:9]1[C:10]2=[N:13][CH:14]=[CH:15]1. The catalyst is Cl. (4) The reactants are [Br:1][CH2:2][C:3](=[O:15])[CH2:4][C:5]([NH:7][C:8]1[CH:13]=[CH:12][CH:11]=[CH:10][C:9]=1[F:14])=[O:6].[B-](F)(F)(F)[F:17].[B-](F)(F)(F)F.C1[N+]2(CCl)CC[N+](F)(CC2)C1. The catalyst is C(#N)C. The product is [Br:1][CH2:2][C:3](=[O:15])[CH:4]([F:17])[C:5]([NH:7][C:8]1[CH:13]=[CH:12][CH:11]=[CH:10][C:9]=1[F:14])=[O:6]. The yield is 0.530.